Dataset: Forward reaction prediction with 1.9M reactions from USPTO patents (1976-2016). Task: Predict the product of the given reaction. Given the reactants Br[CH2:2][C:3]([C:5]1[CH:10]=[CH:9][C:8]([OH:11])=[CH:7][CH:6]=1)=O.[Br:12][C:13]1[C:14]([NH2:19])=[N:15][CH:16]=[CH:17][CH:18]=1, predict the reaction product. The product is: [Br:12][C:13]1[C:14]2[N:15]([CH:2]=[C:3]([C:5]3[CH:10]=[CH:9][C:8]([OH:11])=[CH:7][CH:6]=3)[N:19]=2)[CH:16]=[CH:17][CH:18]=1.